From a dataset of CYP2C9 inhibition data for predicting drug metabolism from PubChem BioAssay. Regression/Classification. Given a drug SMILES string, predict its absorption, distribution, metabolism, or excretion properties. Task type varies by dataset: regression for continuous measurements (e.g., permeability, clearance, half-life) or binary classification for categorical outcomes (e.g., BBB penetration, CYP inhibition). Dataset: cyp2c9_veith. (1) The molecule is N#Cc1c(NC(=O)C(F)(F)F)sc2c3c(=O)c4ccccc4c(=O)c=3oc3ccccc3c12. The result is 1 (inhibitor). (2) The result is 1 (inhibitor). The drug is Cn1cccc1C(=O)N1CCC2(CCCN(c3ccc(-c4ccccc4)cc3)C2)CC1. (3) The compound is Nc1nc(Br)c2c(F)cccc2c1-c1ccccc1. The result is 1 (inhibitor). (4) The molecule is COc1ccc(NC(=O)N2CCC3(CC2)CCN(C(=O)c2ccco2)CC3)cc1. The result is 0 (non-inhibitor). (5) The molecule is O=C1CC2(CCCC2)CC(=O)N1CCCCNC[C@H]1COc2ccccc2O1. The result is 0 (non-inhibitor). (6) The drug is O=C1CSC2(CCN(CCCN3c4ccccc4Sc4ccc(Cl)cc43)CC2)N1. The result is 0 (non-inhibitor). (7) The compound is C/C=C(C(=C\C)\c1ccc(O)cc1)/c1ccc(O)cc1. The result is 1 (inhibitor). (8) The result is 1 (inhibitor). The compound is CC1(C)SC(=S)N(Cc2ccc3c(c2)OCO3)C1N(O)C(=O)NC1CCCCC1. (9) The compound is CCOc1cc(/C=C2/C(=N)N3C=CSC3=NC2=O)ccc1OCCCOc1ccccc1C. The result is 1 (inhibitor).